From a dataset of NCI-60 drug combinations with 297,098 pairs across 59 cell lines. Regression. Given two drug SMILES strings and cell line genomic features, predict the synergy score measuring deviation from expected non-interaction effect. Synergy scores: CSS=89.5, Synergy_ZIP=5.15, Synergy_Bliss=6.21, Synergy_Loewe=5.61, Synergy_HSA=8.50. Drug 2: CCC1(C2=C(COC1=O)C(=O)N3CC4=CC5=C(C=CC(=C5CN(C)C)O)N=C4C3=C2)O.Cl. Drug 1: C1=C(C(=O)NC(=O)N1)N(CCCl)CCCl. Cell line: HL-60(TB).